From a dataset of Full USPTO retrosynthesis dataset with 1.9M reactions from patents (1976-2016). Predict the reactants needed to synthesize the given product. (1) Given the product [C:1]([OH:13])(=[O:12])[CH2:2][C:3]([CH2:8][C:9]([OH:11])=[O:10])([C:5]([OH:7])=[O:6])[OH:4].[OH2:4], predict the reactants needed to synthesize it. The reactants are: [C:1]([OH:13])(=[O:12])[CH2:2][C:3]([CH2:8][C:9]([OH:11])=[O:10])([C:5]([OH:7])=[O:6])[OH:4]. (2) Given the product [F:17][C:14]([F:15])([F:16])[C:13]([C:11]1[CH:10]=[N:9][NH:8][N:12]=1)([OH:20])[CH2:18][CH3:19], predict the reactants needed to synthesize it. The reactants are: C([N:8]1[N:12]=[C:11]([C:13]([OH:20])([CH2:18][CH3:19])[C:14]([F:17])([F:16])[F:15])[CH:10]=[N:9]1)C1C=CC=CC=1. (3) Given the product [O:1]1[C:5]2[CH:6]=[CH:7][CH:8]=[CH:9][C:4]=2[N:3]=[C:2]1[CH:10]=[N:17][C:16]1[CH:18]=[CH:19][CH:20]=[C:14]([O:13][CH3:12])[CH:15]=1, predict the reactants needed to synthesize it. The reactants are: [O:1]1[C:5]2[CH:6]=[CH:7][CH:8]=[CH:9][C:4]=2[N:3]=[C:2]1[CH:10]=O.[CH3:12][O:13][C:14]1[CH:15]=[C:16]([CH:18]=[CH:19][CH:20]=1)[NH2:17]. (4) Given the product [CH3:23][CH:16]1[N:4]2[C:5]3[C:14]4[C:9](=[CH:10][CH:11]=[CH:12][CH:13]=4)[N:8]=[CH:7][C:6]=3[N:15]=[C:3]2[CH2:2][NH:24][C:18](=[O:20])[CH2:17]1, predict the reactants needed to synthesize it. The reactants are: Cl[CH2:2][C:3]1[N:4]([CH:16]([CH3:23])[CH2:17][C:18]([O:20]CC)=O)[C:5]2[C:14]3[CH:13]=[CH:12][CH:11]=[CH:10][C:9]=3[N:8]=[CH:7][C:6]=2[N:15]=1.[NH3:24].